This data is from Full USPTO retrosynthesis dataset with 1.9M reactions from patents (1976-2016). The task is: Predict the reactants needed to synthesize the given product. (1) Given the product [NH:31]1[CH:35]=[CH:34][N:33]=[C:32]1[CH2:36][NH:1][CH2:2][C:3]1[CH:12]=[CH:11][C:10]2[C:5](=[CH:6][CH:7]=[C:8]([CH2:13][CH2:14][CH2:15][CH2:16][N:17]([CH2:21][CH2:22][CH3:23])[CH2:18][CH2:19][CH3:20])[CH:9]=2)[CH:4]=1, predict the reactants needed to synthesize it. The reactants are: [NH2:1][CH2:2][C:3]1[CH:12]=[CH:11][C:10]2[C:5](=[CH:6][CH:7]=[C:8]([CH2:13][CH2:14][CH2:15][CH2:16][N:17]([CH2:21][CH2:22][CH3:23])[CH2:18][CH2:19][CH3:20])[CH:9]=2)[CH:4]=1.C(OC)(OC)OC.[NH:31]1[CH:35]=[CH:34][N:33]=[C:32]1[CH:36]=O.[BH4-].[Na+].[Cl-].[NH4+]. (2) Given the product [ClH:26].[S:7]([C:4]1[CH:3]=[CH:2][C:1]([CH3:21])=[CH:6][CH:5]=1)([O-:8])(=[O:9])=[O:24].[NH:10]1[CH:18]2[CH:13]([CH2:14][CH2:15][CH2:16][CH2:17]2)[CH2:12][CH:22]1[C:23]([OH:25])=[O:24], predict the reactants needed to synthesize it. The reactants are: [C:1]1([CH3:21])[CH:6]=[CH:5][C:4]([S:7]([N:10]2[CH:18]3[CH:13]([CH2:14][CH2:15][CH2:16][CH2:17]3)[CH2:12]C2C#N)(=[O:9])=[O:8])=[CH:3][CH:2]=1.[CH3:22][C:23]([O-:25])=[O:24].[ClH:26]. (3) Given the product [CH:28]1([NH:34][C:12]([C:7]2[C:8](=[O:11])[C:9]3[C:5]([C:6]=2[C:15]2[CH:20]=[CH:19][CH:18]=[CH:17][CH:16]=2)=[CH:4][CH:3]=[C:2]([OH:1])[CH:10]=3)=[O:14])[CH2:33][CH2:32][CH2:31][CH2:30][CH2:29]1, predict the reactants needed to synthesize it. The reactants are: [OH:1][C:2]1[CH:10]=[C:9]2[C:5]([C:6]([C:15]3[CH:20]=[CH:19][CH:18]=[CH:17][CH:16]=3)=[C:7]([C:12]([OH:14])=O)[C:8]2=[O:11])=[CH:4][CH:3]=1.C(N(CC)CC)C.[CH:28]1([NH2:34])[CH2:33][CH2:32][CH2:31][CH2:30][CH2:29]1.O.